This data is from Full USPTO retrosynthesis dataset with 1.9M reactions from patents (1976-2016). The task is: Predict the reactants needed to synthesize the given product. (1) Given the product [Cl:1][C:2]1[N:7]=[C:6]([Cl:8])[C:5]([NH2:9])=[CH:4][N:3]=1, predict the reactants needed to synthesize it. The reactants are: [Cl:1][C:2]1[N:7]=[C:6]([Cl:8])[C:5]([N+:9]([O-])=O)=[CH:4][N:3]=1. (2) Given the product [F:1][CH2:2][C:3]1[CH:12]=[CH:11][C:10]2[C:5](=[CH:6][CH:7]=[CH:8][C:9]=2[N:13]2[CH2:18][CH2:17][NH:16][CH2:15][CH2:14]2)[N:4]=1, predict the reactants needed to synthesize it. The reactants are: [F:1][CH2:2][C:3]1[CH:12]=[CH:11][C:10]2[C:5](=[CH:6][CH:7]=[CH:8][C:9]=2[N:13]2[CH2:18][CH2:17][N:16](C(OC(C)(C)C)=O)[CH2:15][CH2:14]2)[N:4]=1. (3) Given the product [OH:1][C:2]1[CH:3]=[C:4]([CH:10]2[N:13]([C:14]3[CH:19]=[C:18]([O:20][CH3:21])[C:17]([O:22][CH3:23])=[C:16]([O:24][CH3:25])[CH:15]=3)[C:12](=[O:26])[CH:11]2[C:27]([CH3:32])=[CH2:28])[CH:5]=[CH:6][C:7]=1[O:8][CH3:9], predict the reactants needed to synthesize it. The reactants are: [OH:1][C:2]1[CH:3]=[C:4]([CH:10]2[N:13]([C:14]3[CH:19]=[C:18]([O:20][CH3:21])[C:17]([O:22][CH3:23])=[C:16]([O:24][CH3:25])[CH:15]=3)[C:12](=[O:26])[CH:11]2[C:27]2[CH:32]=CC=C[CH:28]=2)[CH:5]=[CH:6][C:7]=1[O:8][CH3:9].[K+].[Br-]. (4) Given the product [NH2:1][C:2]1[S:6][N:5]=[C:4]([CH3:7])[C:3]=1[C:8]([NH:20][C:19]1[CH:21]=[CH:22][C:16]([Cl:15])=[C:17]([F:23])[CH:18]=1)=[O:10], predict the reactants needed to synthesize it. The reactants are: [NH2:1][C:2]1[S:6][N:5]=[C:4]([CH3:7])[C:3]=1[C:8]([OH:10])=O.S(Cl)(Cl)=O.[Cl:15][C:16]1[CH:22]=[CH:21][C:19]([NH2:20])=[CH:18][C:17]=1[F:23].C(N(CC)CC)C.Cl. (5) The reactants are: C1CN([P+](ON2N=NC3C=CC=CC2=3)(N2CCCC2)N2CCCC2)CC1.F[P-](F)(F)(F)(F)F.[OH:34][C:35]1[CH:40]=[CH:39][C:38]([C:41]([F:44])([F:43])[F:42])=[CH:37][C:36]=1[C:45]1[CH:49]=[C:48]([C:50]2[CH:59]=[CH:58][C:57]3[C:52](=[CH:53][CH:54]=[C:55]([O:60][CH3:61])[CH:56]=3)[CH:51]=2)[N:47]([C@H:62]([C:64]2[CH:72]=[CH:71][C:67]([C:68](O)=[O:69])=[CH:66][CH:65]=2)[CH3:63])[N:46]=1.Cl.[C:74]([O:78][C:79](=[O:83])[CH2:80][CH2:81][NH2:82])([CH3:77])([CH3:76])[CH3:75].CCN(C(C)C)C(C)C. Given the product [OH:34][C:35]1[CH:40]=[CH:39][C:38]([C:41]([F:43])([F:44])[F:42])=[CH:37][C:36]=1[C:45]1[CH:49]=[C:48]([C:50]2[CH:59]=[CH:58][C:57]3[C:52](=[CH:53][CH:54]=[C:55]([O:60][CH3:61])[CH:56]=3)[CH:51]=2)[N:47]([C@H:62]([C:64]2[CH:65]=[CH:66][C:67]([C:68]([NH:82][CH2:81][CH2:80][C:79]([O:78][C:74]([CH3:77])([CH3:76])[CH3:75])=[O:83])=[O:69])=[CH:71][CH:72]=2)[CH3:63])[N:46]=1, predict the reactants needed to synthesize it. (6) Given the product [NH2:1][C:2]1[S:6][C:5]([O:7][C:8]2[CH:9]=[C:10]([CH3:25])[C:11]3[CH:15]([CH:16]([CH3:22])[C:17]([OH:19])=[O:18])[O:14][B:13]([OH:23])[C:12]=3[CH:24]=2)=[N:4][N:3]=1, predict the reactants needed to synthesize it. The reactants are: [NH2:1][C:2]1[S:6][C:5]([O:7][C:8]2[CH:9]=[C:10]([CH3:25])[C:11]3[CH:15]([CH:16]([CH3:22])[C:17]([O:19]CC)=[O:18])[O:14][B:13]([OH:23])[C:12]=3[CH:24]=2)=[N:4][N:3]=1.O.[OH-].[Li+]. (7) Given the product [CH3:1][C:2]1[CH:7]=[C:6]([CH3:8])[CH:5]=[CH:4][C:3]=1[C:9]1[C:18]2[O:17][CH:16]([CH3:19])[C:15](=[O:20])[N:14]([CH:24]([CH2:28][CH2:29][CH3:30])[CH2:25][CH2:26][CH3:27])[C:13]=2[CH:12]=[CH:11][CH:10]=1, predict the reactants needed to synthesize it. The reactants are: [CH3:1][C:2]1[CH:7]=[C:6]([CH3:8])[CH:5]=[CH:4][C:3]=1[C:9]1[C:18]2[O:17][CH:16]([CH3:19])[C:15](=[O:20])[NH:14][C:13]=2[CH:12]=[CH:11][CH:10]=1.[H-].[Na+].Br[CH:24]([CH2:28][CH2:29][CH3:30])[CH2:25][CH2:26][CH3:27].